Predict the product of the given reaction. From a dataset of Forward reaction prediction with 1.9M reactions from USPTO patents (1976-2016). (1) Given the reactants [O:1]=[C:2]1[NH:7][C:6](=[O:8])[CH2:5][C:4]2([CH2:13][CH2:12][CH2:11][CH2:10][CH2:9]2)[CH2:3]1.[OH-:14].[Na+].Cl, predict the reaction product. The product is: [C:4]1([CH2:3][C:2]([OH:1])=[O:14])([CH2:5][C:6]([NH2:7])=[O:8])[CH2:13][CH2:12][CH2:11][CH2:10][CH2:9]1. (2) Given the reactants [C:1]([Mg]Br)#[CH:2].[CH3:5][N:6]1[CH:10]=[N:9][C:8]([C:11](=[O:13])[CH3:12])=[N:7]1, predict the reaction product. The product is: [CH3:5][N:6]1[CH:10]=[N:9][C:8]([C:11]([OH:13])([C:1]#[CH:2])[CH3:12])=[N:7]1. (3) The product is: [CH3:1][C:2]1[C:3]([C:21]([O:23][CH3:24])=[O:22])=[N:4][S:8][CH:9]=1. Given the reactants [CH3:1][C:2]1[CH2:9][S:8]C2[N:4](C(=O)C2NC(=O)CC2C=CC=CC=2)[C:3]=1[C:21]([O:23][CH3:24])=[O:22].C1C(=O)N(Cl)C(=O)C1, predict the reaction product. (4) Given the reactants Cl[C:2]1[N:7]=[C:6]([C:8]([F:11])([F:10])[F:9])[C:5]([C:12]([O:14][CH2:15][C:16]2[CH:21]=[CH:20][CH:19]=[CH:18][CH:17]=2)=[O:13])=[CH:4][N:3]=1.[Cl:22][C:23]1[CH:24]=[C:25]([CH:27]=[CH:28][CH:29]=1)[NH2:26], predict the reaction product. The product is: [Cl:22][C:23]1[CH:24]=[C:25]([NH:26][C:2]2[N:7]=[C:6]([C:8]([F:11])([F:10])[F:9])[C:5]([C:12]([O:14][CH2:15][C:16]3[CH:21]=[CH:20][CH:19]=[CH:18][CH:17]=3)=[O:13])=[CH:4][N:3]=2)[CH:27]=[CH:28][CH:29]=1. (5) Given the reactants Cl[C:2]1[N:7]=[C:6]([C:8]2[CH:9]=[N:10][N:11]([C:13]3([CH2:23][C:24]#[N:25])[CH2:16][N:15]([S:17]([CH:20]4[CH2:22][CH2:21]4)(=[O:19])=[O:18])[CH2:14]3)[CH:12]=2)[CH:5]=[CH:4][N:3]=1.[N:26]1([C:31]2[CH:37]=[CH:36][C:34]([NH2:35])=[CH:33][CH:32]=2)[CH:30]=[CH:29][CH:28]=[N:27]1.C1(C)C=CC(S(O)(=O)=O)=CC=1, predict the reaction product. The product is: [CH:20]1([S:17]([N:15]2[CH2:16][C:13]([CH2:23][C:24]#[N:25])([N:11]3[CH:12]=[C:8]([C:6]4[CH:5]=[CH:4][N:3]=[C:2]([NH:35][C:34]5[CH:33]=[CH:32][C:31]([N:26]6[CH:30]=[CH:29][CH:28]=[N:27]6)=[CH:37][CH:36]=5)[N:7]=4)[CH:9]=[N:10]3)[CH2:14]2)(=[O:19])=[O:18])[CH2:22][CH2:21]1. (6) The product is: [NH3:5].[C:14]([O:18][CH2:19][CH2:20][N:21]1[CH2:22][CH2:23][CH:24]([O:27][C:2]2[CH:11]=[C:10]([F:12])[CH:9]=[C:8]3[C:3]=2[C:4](=[O:13])[NH:5][CH:6]=[N:7]3)[CH2:25][CH2:26]1)([CH3:17])([CH3:15])[CH3:16]. Given the reactants F[C:2]1[CH:11]=[C:10]([F:12])[CH:9]=[C:8]2[C:3]=1[C:4](=[O:13])[NH:5][CH:6]=[N:7]2.[C:14]([O:18][CH2:19][CH2:20][N:21]1[CH2:26][CH2:25][CH:24]([OH:27])[CH2:23][CH2:22]1)([CH3:17])([CH3:16])[CH3:15].CC(C)([O-])C.[K+], predict the reaction product. (7) The product is: [O:48]=[C:44]1[CH:43]=[C:42]([C:40]2[CH:39]=[CH:38][N:37]=[C:36]([NH:35][CH:32]3[CH2:33][CH2:34][O:29][CH2:30][CH2:31]3)[N:41]=2)[CH:47]=[CH:46][N:45]1[CH2:12][C:13]1[N:14]([C:22]([O:24][C:25]([CH3:28])([CH3:27])[CH3:26])=[O:23])[C:15]2[C:20]([CH:21]=1)=[CH:19][CH:18]=[CH:17][CH:16]=2. Given the reactants CC([O-])(C)C.[K+].CS(O[CH2:12][C:13]1[N:14]([C:22]([O:24][C:25]([CH3:28])([CH3:27])[CH3:26])=[O:23])[C:15]2[C:20]([CH:21]=1)=[CH:19][CH:18]=[CH:17][CH:16]=2)(=O)=O.[O:29]1[CH2:34][CH2:33][CH:32]([NH:35][C:36]2[N:41]=[C:40]([C:42]3[CH:47]=[CH:46][NH:45][C:44](=[O:48])[CH:43]=3)[CH:39]=[CH:38][N:37]=2)[CH2:31][CH2:30]1.O, predict the reaction product. (8) Given the reactants [O-]S([O-])=O.[Na+].[Na+].C([O-])(O)=O.[Na+].[CH3:12][C:13]1[CH:14]=[C:15]([S:20](Cl)(=[O:22])=[O:21])[CH:16]=[C:17]([CH3:19])[CH:18]=1.Cl[CH2:25]C(O)=O.[OH-].[Na+].Cl, predict the reaction product. The product is: [CH3:12][C:13]1[CH:14]=[C:15]([S:20]([CH3:25])(=[O:22])=[O:21])[CH:16]=[C:17]([CH3:19])[CH:18]=1. (9) Given the reactants [F:1][C:2]([F:11])([F:10])[C:3]1[CH:4]=[C:5]([OH:9])[CH:6]=[CH:7][CH:8]=1.C(=O)([O-])[O-].[K+].[K+].Cl[C:19]1[CH:24]=[C:23]([C:25]2[CH:30]=[C:29]([N:31]3[CH2:36][CH2:35][CH2:34][CH2:33][CH2:32]3)[CH:28]=[CH:27][C:26]=2[N+:37]([O-:39])=[O:38])[N:22]=[CH:21][N:20]=1, predict the reaction product. The product is: [N+:37]([C:26]1[CH:27]=[CH:28][C:29]([N:31]2[CH2:32][CH2:33][CH2:34][CH2:35][CH2:36]2)=[CH:30][C:25]=1[C:23]1[CH:24]=[C:19]([O:9][C:5]2[CH:6]=[CH:7][CH:8]=[C:3]([C:2]([F:10])([F:11])[F:1])[CH:4]=2)[N:20]=[CH:21][N:22]=1)([O-:39])=[O:38].